From a dataset of Reaction yield outcomes from USPTO patents with 853,638 reactions. Predict the reaction yield, written as a fraction of the theoretical maximum amount of product (1.0 means a 100% yield; for example, 0.34 means a 34% yield). The reactants are [NH2:1][C:2]1[C:11]2[C:6](=[C:7](Br)[CH:8]=[CH:9][CH:10]=2)[N:5]=[N:4][C:3]=1[C:13]([NH:15][CH2:16][CH2:17][CH3:18])=[O:14].[F:19][C:20]1[CH:25]=[CH:24][C:23]([F:26])=[CH:22][C:21]=1B(O)O. No catalyst specified. The product is [NH2:1][C:2]1[C:11]2[C:6](=[C:7]([C:24]3[CH:25]=[C:20]([F:19])[CH:21]=[CH:22][C:23]=3[F:26])[CH:8]=[CH:9][CH:10]=2)[N:5]=[N:4][C:3]=1[C:13]([NH:15][CH2:16][CH2:17][CH3:18])=[O:14]. The yield is 0.700.